Dataset: Full USPTO retrosynthesis dataset with 1.9M reactions from patents (1976-2016). Task: Predict the reactants needed to synthesize the given product. (1) Given the product [N:15]1([C:18]2[CH:23]=[CH:22][C:21]([C:2]3[CH:3]=[CH:4][C:5]([N+:9]([O-:11])=[O:10])=[C:6]([NH2:7])[CH:8]=3)=[CH:20][CH:19]=2)[CH2:16][CH2:17][O:12][CH2:13][CH2:14]1, predict the reactants needed to synthesize it. The reactants are: Cl[C:2]1[CH:3]=[CH:4][C:5]([N+:9]([O-:11])=[O:10])=[C:6]([CH:8]=1)[NH2:7].[O:12]1[CH2:17][CH2:16][N:15]([C:18]2[CH:23]=[CH:22][C:21](B(O)O)=[CH:20][CH:19]=2)[CH2:14][CH2:13]1.C([O-])([O-])=O.[Na+].[Na+]. (2) Given the product [F:1][C:2]1[C:7]([F:8])=[CH:6][CH:5]=[CH:4][C:3]=1[CH2:9][O:10][C:12]1[CH:23]=[C:16]2[N:17]([CH3:22])[C@H:18]([CH3:21])[CH2:19][CH2:20][N:15]2[C:14](=[O:24])[N:13]=1, predict the reactants needed to synthesize it. The reactants are: [F:1][C:2]1[C:7]([F:8])=[CH:6][CH:5]=[CH:4][C:3]=1[CH2:9][OH:10].Cl[C:12]1[CH:23]=[C:16]2[N:17]([CH3:22])[C@H:18]([CH3:21])[CH2:19][CH2:20][N:15]2[C:14](=[O:24])[N:13]=1. (3) Given the product [Si:1]([O:8][C@H:9]1[CH2:18][C:17]([CH3:20])([CH3:19])[CH2:16][C:15]2[N:14]=[C:13]([CH:21]3[CH2:22][CH2:23][CH2:24][CH2:25]3)[C:12]([CH:26]([C:35]3[CH:36]=[CH:37][C:32]([CH:29]([CH3:31])[CH3:30])=[CH:33][CH:34]=3)[OH:27])=[C:11]([I:28])[C:10]1=2)([C:4]([CH3:5])([CH3:6])[CH3:7])([CH3:3])[CH3:2], predict the reactants needed to synthesize it. The reactants are: [Si:1]([O:8][C@H:9]1[CH2:18][C:17]([CH3:20])([CH3:19])[CH2:16][C:15]2[N:14]=[C:13]([CH:21]3[CH2:25][CH2:24][CH2:23][CH2:22]3)[C:12]([CH:26]=[O:27])=[C:11]([I:28])[C:10]1=2)([C:4]([CH3:7])([CH3:6])[CH3:5])([CH3:3])[CH3:2].[CH:29]([C:32]1[CH:37]=[CH:36][C:35]([Mg]Br)=[CH:34][CH:33]=1)([CH3:31])[CH3:30]. (4) Given the product [N:27]1([C:25]([C:20]2[NH:21][C:22]3[C:18]([CH:19]=2)=[CH:17][C:16]([NH:15][C:11]2[N:10]=[C:9]([C:5]4[CH:4]=[CH:3][CH:8]=[CH:7][N:6]=4)[CH:14]=[CH:13][N:12]=2)=[CH:24][CH:23]=3)=[O:26])[CH2:28][CH2:29][NH:30][CH2:31][CH2:32]1, predict the reactants needed to synthesize it. The reactants are: CO[C:3]1[CH:8]=[CH:7][N:6]=[C:5]([C:9]2[CH:14]=[CH:13][N:12]=[C:11]([NH:15][C:16]3[CH:17]=[C:18]4[C:22](=[CH:23][CH:24]=3)[NH:21][C:20]([C:25]([N:27]3[CH2:32][CH2:31][NH:30][CH2:29][CH2:28]3)=[O:26])=[CH:19]4)[N:10]=2)[CH:4]=1.COC1C=CN=C(C2C=CN=C(NC3C=C4C(=CC=3)NC(C(O)=O)=C4)N=2)C=1. (5) Given the product [CH3:1][C:2]([CH3:25])([CH2:18][C:19]1([CH3:24])[O:23][CH2:22][CH2:21][O:20]1)[CH2:3][N:4]1[C:16]2[C:15]3[CH:14]=[CH:13][CH:12]=[CH:11][C:10]=3[N+:9]([O-:34])=[CH:8][C:7]=2[N:6]=[C:5]1[CH3:17], predict the reactants needed to synthesize it. The reactants are: [CH3:1][C:2]([CH3:25])([CH2:18][C:19]1([CH3:24])[O:23][CH2:22][CH2:21][O:20]1)[CH2:3][N:4]1[C:16]2[C:15]3[CH:14]=[CH:13][CH:12]=[CH:11][C:10]=3[N:9]=[CH:8][C:7]=2[N:6]=[C:5]1[CH3:17].C1C=C(Cl)C=C(C(OO)=[O:34])C=1. (6) Given the product [C:3]([O:7][C:8]([N:10]1[CH:15]2[CH2:16][CH2:17][CH:11]1[CH2:12][CH:13]([OH:18])[CH2:14]2)=[O:9])([CH3:6])([CH3:4])[CH3:5], predict the reactants needed to synthesize it. The reactants are: [BH4-].[Na+].[C:3]([O:7][C:8]([N:10]1[CH:15]2[CH2:16][CH2:17][CH:11]1[CH2:12][C:13](=[O:18])[CH2:14]2)=[O:9])([CH3:6])([CH3:5])[CH3:4].